Dataset: Forward reaction prediction with 1.9M reactions from USPTO patents (1976-2016). Task: Predict the product of the given reaction. (1) Given the reactants F[C:2]1[CH:3]=[C:4]2[C:13](=[CH:14][CH:15]=1)[C:12](=[O:16])[C:11]1[C:10]([OH:17])=[CH:9][C:8]([N:18]3[CH2:23][CH2:22][O:21][CH2:20][CH2:19]3)=[CH:7][C:6]=1[O:5]2.[N:24]1[CH:29]=[CH:28][C:27]([CH2:30][OH:31])=[CH:26][CH:25]=1.C[Si]([N-][Si](C)(C)C)(C)C.[K+], predict the reaction product. The product is: [OH:17][C:10]1[C:11]2[C:12](=[O:16])[C:13]3[C:4](=[CH:3][C:2]([O:31][CH2:30][C:27]4[CH:28]=[CH:29][N:24]=[CH:25][CH:26]=4)=[CH:15][CH:14]=3)[O:5][C:6]=2[CH:7]=[C:8]([N:18]2[CH2:23][CH2:22][O:21][CH2:20][CH2:19]2)[CH:9]=1. (2) Given the reactants [N+:1]([C:4]1[C:5]([CH:15]=O)=[N:6][N:7]([CH:9]2[CH2:14][CH2:13][CH2:12][CH2:11][O:10]2)[CH:8]=1)([O-:3])=[O:2].[F:17][C:18]1[CH:19]=[C:20]([NH2:34])[C:21]([NH2:33])=[CH:22][C:23]=1[O:24][CH2:25][CH2:26][N:27]1[CH2:32][CH2:31][CH2:30][CH2:29][CH2:28]1, predict the reaction product. The product is: [F:17][C:18]1[C:23]([O:24][CH2:25][CH2:26][N:27]2[CH2:32][CH2:31][CH2:30][CH2:29][CH2:28]2)=[CH:22][C:21]2[NH:33][C:15]([C:5]3[C:4]([N+:1]([O-:3])=[O:2])=[CH:8][N:7]([CH:9]4[CH2:14][CH2:13][CH2:12][CH2:11][O:10]4)[N:6]=3)=[N:34][C:20]=2[CH:19]=1. (3) Given the reactants Cl.[NH:2]1[C:6]2[CH:7]=[CH:8][CH:9]=[CH:10][C:5]=2[N:4]=[C:3]1[C@H:11]([NH2:21])[CH2:12][C:13]1[CH:18]=[CH:17][C:16]([O:19][CH3:20])=[CH:15][CH:14]=1.Cl.[CH:23]12[CH2:29][CH:26]([CH2:27][CH2:28]1)[CH2:25][CH:24]2[NH2:30].[C:31](O)(C(F)(F)F)=[O:32], predict the reaction product. The product is: [NH:2]1[C:6]2[CH:7]=[CH:8][CH:9]=[CH:10][C:5]=2[N:4]=[C:3]1[C@H:11]([NH:21][C:31]([NH:30][CH:24]1[CH2:25][CH:26]2[CH2:29][CH:23]1[CH2:28][CH2:27]2)=[O:32])[CH2:12][C:13]1[CH:18]=[CH:17][C:16]([O:19][CH3:20])=[CH:15][CH:14]=1. (4) Given the reactants [F:1][C:2]1[CH:3]=[CH:4][CH:5]=[C:6]2[C:10]=1[CH:9]([CH2:11][CH2:12][C:13]([NH:15][C:16]1[CH:24]=[CH:23][C:19](C(O)=O)=[CH:18][N:17]=1)=[O:14])[N:8]([CH2:25][C:26]1[CH:31]=[CH:30][C:29]([F:32])=[CH:28][CH:27]=1)[C:7]2=[O:33].NC1C=CC([F:41])=CN=1, predict the reaction product. The product is: [F:1][C:2]1[CH:3]=[CH:4][CH:5]=[C:6]2[C:10]=1[CH:9]([CH2:11][CH2:12][C:13]([NH:15][C:16]1[CH:24]=[CH:23][C:19]([F:41])=[CH:18][N:17]=1)=[O:14])[N:8]([CH2:25][C:26]1[CH:31]=[CH:30][C:29]([F:32])=[CH:28][CH:27]=1)[C:7]2=[O:33]. (5) Given the reactants [CH2:1]1[C:9]2[C:4](=[CH:5][C:6]([NH:10][C:11]3[C:19]4[C:18]5[CH2:20][NH:21][CH2:22][CH2:23][C:17]=5[NH:16][C:15]=4[N:14]=[CH:13][CH:12]=3)=[CH:7][CH:8]=2)[CH2:3][CH2:2]1.[C:24](OC(=O)C)(=[O:26])[CH3:25].C(N(CC)CC)C, predict the reaction product. The product is: [CH2:1]1[C:9]2[C:4](=[CH:5][C:6]([NH:10][C:11]3[C:19]4[C:18]5[CH2:20][N:21]([C:24](=[O:26])[CH3:25])[CH2:22][CH2:23][C:17]=5[NH:16][C:15]=4[N:14]=[CH:13][CH:12]=3)=[CH:7][CH:8]=2)[CH2:3][CH2:2]1. (6) Given the reactants [OH:1][C@@H:2]([C@H:4]1[C:25](=[O:26])[N:6]2[C@@H:7]([C:12]([O:14][CH2:15][C:16]3[CH:21]=[CH:20][C:19]([N+:22]([O-:24])=[O:23])=[CH:18][CH:17]=3)=[O:13])[C:8](=O)[C@H:9]([CH3:10])[C@H:5]12)[CH3:3].[CH3:27][S:28][C:29]1[N:36]2[C:32]([S:33][C:34]([Sn](CCCC)(CCCC)CCCC)=[CH:35]2)=[C:31]([C:50]([C:52]2[CH:53]=[N:54][CH:55]=[CH:56][CH:57]=2)=[O:51])[N:30]=1, predict the reaction product. The product is: [OH:1][C@@H:2]([C@H:4]1[C:25](=[O:26])[N:6]2[C:7]([C:12]([O:14][CH2:15][C:16]3[CH:17]=[CH:18][C:19]([N+:22]([O-:24])=[O:23])=[CH:20][CH:21]=3)=[O:13])=[C:8]([C:34]3[S:33][C:32]4=[C:31]([C:50]([C:52]5[CH:53]=[N:54][CH:55]=[CH:56][CH:57]=5)=[O:51])[N:30]=[C:29]([S:28][CH3:27])[N:36]4[CH:35]=3)[C@H:9]([CH3:10])[C@H:5]12)[CH3:3].